This data is from Full USPTO retrosynthesis dataset with 1.9M reactions from patents (1976-2016). The task is: Predict the reactants needed to synthesize the given product. (1) Given the product [CH3:1][O:2][C:3]1[CH:21]=[C:20]([O:22][CH2:24][C:25]2[N:26]=[C:27]([CH:30]3[CH2:31][CH2:32][N:33]([C:36]([O:38][C:39]([CH3:42])([CH3:41])[CH3:40])=[O:37])[CH2:34][CH2:35]3)[S:28][CH:29]=2)[C:6]2[CH:7]=[C:8]([C:10]3[N:11]=[C:12]4[N:16]([CH:17]=3)[N:15]=[C:14]([O:18][CH3:19])[S:13]4)[O:9][C:5]=2[CH:4]=1, predict the reactants needed to synthesize it. The reactants are: [CH3:1][O:2][C:3]1[CH:4]=[C:5]2[O:9][C:8]([C:10]3[N:11]=[C:12]4[N:16]([CH:17]=3)[N:15]=[C:14]([O:18][CH3:19])[S:13]4)=[CH:7][C:6]2=[C:20]([OH:22])[CH:21]=1.O[CH2:24][C:25]1[N:26]=[C:27]([CH:30]2[CH2:35][CH2:34][N:33]([C:36]([O:38][C:39]([CH3:42])([CH3:41])[CH3:40])=[O:37])[CH2:32][CH2:31]2)[S:28][CH:29]=1.C(P(CCCC)CCCC)CCC.C1CCN(C(N=NC(N2CCCCC2)=O)=O)CC1. (2) The reactants are: [NH2:1][C:2]1[S:6][C:5]([CH2:13][CH2:14][CH2:15][C:16]([NH:18][CH2:19][CH2:20][O:21][Si:22]([C:25]([CH3:28])([CH3:27])[CH3:26])([CH3:24])[CH3:23])=[O:17])([C:7]2[CH:12]=[CH:11][CH:10]=[CH:9][CH:8]=2)[N:4]([C:29](=[O:34])[C:30]([CH3:33])([CH3:32])[CH3:31])[N:3]=1.N1C=CC=CC=1.[CH3:41][C:42]([CH3:47])([CH3:46])[C:43](Cl)=[O:44]. Given the product [O:21]([CH2:20][CH2:19][NH:18][C:16](=[O:17])[CH2:15][CH2:14][CH2:13][C:5]1([C:7]2[CH:8]=[CH:9][CH:10]=[CH:11][CH:12]=2)[N:4]([C:29](=[O:34])[C:30]([CH3:33])([CH3:32])[CH3:31])[N:3]=[C:2]([NH:1][C:43](=[O:44])[C:42]([CH3:47])([CH3:46])[CH3:41])[S:6]1)[Si:22]([C:25]([CH3:26])([CH3:27])[CH3:28])([CH3:24])[CH3:23], predict the reactants needed to synthesize it. (3) Given the product [CH:7]([N:20]1[CH2:23][C:22]([NH:40][CH2:27][CH3:28])([C:24]([NH2:25])=[O:49])[CH2:21]1)([C:14]1[CH:19]=[CH:18][CH:17]=[CH:16][CH:15]=1)[C:8]1[CH:13]=[CH:12][CH:11]=[CH:10][CH:9]=1, predict the reactants needed to synthesize it. The reactants are: CS(C)=O.[OH-].[Na+].[CH:7]([N:20]1[CH2:23][C:22](O)([C:24]#[N:25])[CH2:21]1)([C:14]1[CH:19]=[CH:18][CH:17]=[CH:16][CH:15]=1)[C:8]1[CH:13]=[CH:12][CH:11]=[CH:10][CH:9]=1.[CH:27]([N:40]1CC(=O)C1)(C1C=CC=CC=1)[C:28]1C=CC=CC=1.N1CCC1=[O:49].OO. (4) Given the product [F:59][C:60]1[CH:65]=[CH:64][C:63]([F:66])=[CH:62][C:61]=1[C:8]1[CH:7]=[CH:6][C:5]2[C:10](=[CH:11][CH:12]=[C:3]([O:2][CH3:1])[CH:4]=2)[C:9]=1[C:13]([C:14]1[CH:15]=[CH:16][C:17]([O:20][CH2:21][CH2:22][N:23]2[CH2:28][CH2:27][CH2:26][CH2:25][CH2:24]2)=[CH:18][CH:19]=1)=[O:29], predict the reactants needed to synthesize it. The reactants are: [CH3:1][O:2][C:3]1[CH:4]=[C:5]2[C:10](=[CH:11][CH:12]=1)[C:9]([C:13](=[O:29])[C:14]1[CH:19]=[CH:18][C:17]([O:20][CH2:21][CH2:22][N:23]3[CH2:28][CH2:27][CH2:26][CH2:25][CH2:24]3)=[CH:16][CH:15]=1)=[C:8](OS(C(F)(F)F)(=O)=O)[CH:7]=[CH:6]2.C1(P(C2CCCCC2)C2CCCCC2)CCCCC1.[F-].[Cs+].[F:59][C:60]1[CH:65]=[CH:64][C:63]([F:66])=[CH:62][C:61]=1B(O)O. (5) Given the product [Cl:20][C:19]1[CH:18]=[C:17]2[C:13]([C:14]([NH:29][C:30](=[O:34])[CH2:31][CH2:32][CH3:33])=[N:15][N:16]2[CH2:21][O:22][CH2:23][CH2:24][Si:25]([CH3:28])([CH3:26])[CH3:27])=[CH:12][C:11]=1[C:4]1[CH:5]=[CH:6][N:1]=[CH:2][CH:3]=1, predict the reactants needed to synthesize it. The reactants are: [N:1]1[CH:6]=[CH:5][C:4](B(O)O)=[CH:3][CH:2]=1.Br[C:11]1[CH:12]=[C:13]2[C:17](=[CH:18][C:19]=1[Cl:20])[N:16]([CH2:21][O:22][CH2:23][CH2:24][Si:25]([CH3:28])([CH3:27])[CH3:26])[N:15]=[C:14]2[NH:29][C:30](=[O:34])[CH2:31][CH2:32][CH3:33].C(=O)([O-])[O-].[Na+].[Na+]. (6) Given the product [C:13]([O:12][C:10]([N:17]1[CH2:22][CH2:21][CH:20]([NH:6][CH2:5][C:4]2[CH:7]=[CH:8][CH:9]=[C:2]([Cl:1])[CH:3]=2)[CH2:19][CH2:18]1)=[O:11])([CH3:16])([CH3:14])[CH3:15], predict the reactants needed to synthesize it. The reactants are: [Cl:1][C:2]1[CH:3]=[C:4]([CH:7]=[CH:8][CH:9]=1)[CH2:5][NH2:6].[C:10]([N:17]1[CH2:22][CH2:21][C:20](=O)[CH2:19][CH2:18]1)([O:12][C:13]([CH3:16])([CH3:15])[CH3:14])=[O:11]. (7) Given the product [C:24]([C:25]1[N:26]=[C:27]([NH:42][CH2:43][CH2:44][CH2:45][N:46]2[CH2:47][CH2:48][CH2:49][CH2:50][CH2:51]2)[C:28]2[C:36]3[C:31](=[CH:32][C:33]([C:37]([O:39][CH3:40])=[O:38])=[CH:34][CH:35]=3)[NH:30][C:29]=2[N:41]=1)(=[O:23])[C:52]1[CH:53]=[CH:54][CH:55]=[CH:56][CH:57]=1, predict the reactants needed to synthesize it. The reactants are: CC(OI1(OC(C)=O)(OC(C)=O)OC(=O)C2C=CC=CC1=2)=O.[OH:23][CH:24]([C:52]1[CH:57]=[CH:56][CH:55]=[CH:54][CH:53]=1)[C:25]1[N:26]=[C:27]([NH:42][CH2:43][CH2:44][CH2:45][N:46]2[CH2:51][CH2:50][CH2:49][CH2:48][CH2:47]2)[C:28]2[C:36]3[C:31](=[CH:32][C:33]([C:37]([O:39][CH3:40])=[O:38])=[CH:34][CH:35]=3)[NH:30][C:29]=2[N:41]=1.C(O)(C(F)(F)F)=O.C(Cl)Cl. (8) The reactants are: [F:1][C:2]1[CH:3]=[C:4]([C:8]2[CH:16]=[CH:15][C:11]([C:12]([OH:14])=O)=[CH:10][N:9]=2)[CH:5]=[CH:6][CH:7]=1.Cl.[NH2:18][C@@H:19]1[CH2:24][CH2:23][C@H:22]([CH2:25][C:26]([O:28][CH3:29])=[O:27])[CH2:21][CH2:20]1.C(N(CC)C(C)C)(C)C. Given the product [F:1][C:2]1[CH:3]=[C:4]([C:8]2[N:9]=[CH:10][C:11]([C:12]([NH:18][C@@H:19]3[CH2:20][CH2:21][C@H:22]([CH2:25][C:26]([O:28][CH3:29])=[O:27])[CH2:23][CH2:24]3)=[O:14])=[CH:15][CH:16]=2)[CH:5]=[CH:6][CH:7]=1, predict the reactants needed to synthesize it.